This data is from Forward reaction prediction with 1.9M reactions from USPTO patents (1976-2016). The task is: Predict the product of the given reaction. (1) Given the reactants [C:1]([N:4]1[C:13]2[C:8](=[CH:9][CH:10]=[C:11]([NH:18]C(=O)C(C)(C)C)[C:12]=2[C:14]([O:16][CH3:17])=[O:15])[C@H:7]2[CH2:25][CH2:26][O:27][C@H:6]2[CH2:5]1)(=[O:3])[CH3:2], predict the reaction product. The product is: [C:1]([N:4]1[C:13]2[C:8](=[CH:9][CH:10]=[C:11]([NH2:18])[C:12]=2[C:14]([O:16][CH3:17])=[O:15])[C@H:7]2[CH2:25][CH2:26][O:27][C@H:6]2[CH2:5]1)(=[O:3])[CH3:2]. (2) Given the reactants [OH:1][C:2]1[C:9]([CH3:10])=[CH:8][C:5]([CH:6]=[O:7])=[CH:4][C:3]=1[CH3:11].Br[CH2:13][CH2:14][CH2:15][OH:16].C([O-])([O-])=O.[Cs+].[Cs+].O, predict the reaction product. The product is: [OH:16][CH2:15][CH2:14][CH2:13][O:1][C:2]1[C:3]([CH3:11])=[CH:4][C:5]([CH:6]=[O:7])=[CH:8][C:9]=1[CH3:10]. (3) Given the reactants Br[C:2]1[CH:7]=[CH:6][C:5]([N:8]2[CH:12]=[C:11]([C:13]([OH:16])([CH3:15])[CH3:14])[N:10]=[C:9]2[C:17]([C:20]2[CH:25]=[CH:24][CH:23]=[CH:22][C:21]=2[F:26])([CH3:19])[CH3:18])=[CH:4][CH:3]=1.COCCOC.[F:33][C:34]1[CH:39]=[C:38](B2OC(C)(C)C(C)(C)O2)[CH:37]=[C:36]([S:49]([CH3:52])(=[O:51])=[O:50])[C:35]=1[CH2:53][OH:54].C(=O)([O-])[O-].[K+].[K+], predict the reaction product. The product is: [F:33][C:34]1[CH:39]=[C:38]([C:2]2[CH:3]=[CH:4][C:5]([N:8]3[CH:12]=[C:11]([C:13]([OH:16])([CH3:15])[CH3:14])[N:10]=[C:9]3[C:17]([C:20]3[CH:25]=[CH:24][CH:23]=[CH:22][C:21]=3[F:26])([CH3:19])[CH3:18])=[CH:6][CH:7]=2)[CH:37]=[C:36]([S:49]([CH3:52])(=[O:51])=[O:50])[C:35]=1[CH2:53][OH:54]. (4) Given the reactants [O-]P([O-])([O-])=O.[K+].[K+].[K+].Br[C:10]1[CH:15]=[CH:14][CH:13]=[CH:12][CH:11]=1.[CH:16]([CH:18]1[CH2:23][CH2:22][CH2:21][CH2:20][CH2:19]1)=[CH2:17], predict the reaction product. The product is: [CH:10]1(/[CH:17]=[CH:16]/[C:18]2[CH:23]=[CH:22][CH:21]=[CH:20][CH:19]=2)[CH2:15][CH2:14][CH2:13][CH2:12][CH2:11]1. (5) Given the reactants [Cl:1][C:2]1[CH:3]=[C:4]([C:8]2[S:29][C:11]3[N:12]([CH3:28])[C:13](=[O:27])[N:14]([CH2:17][CH2:18][CH2:19]OC4CCCCO4)[C:15](=[O:16])[C:10]=3[C:9]=2[CH:30]([C:32]2[CH:37]=[CH:36][C:35]([Cl:38])=[CH:34][CH:33]=2)O)[CH:5]=[CH:6][CH:7]=1.C([SiH](CC)CC)C.[C:46]([OH:52])([C:48]([F:51])([F:50])[F:49])=[O:47], predict the reaction product. The product is: [F:49][C:48]([F:51])([F:50])[C:46]([O:52][CH2:19][CH2:18][CH2:17][N:14]1[C:15](=[O:16])[C:10]2[C:9]([CH2:30][C:32]3[CH:33]=[CH:34][C:35]([Cl:38])=[CH:36][CH:37]=3)=[C:8]([C:4]3[CH:5]=[CH:6][CH:7]=[C:2]([Cl:1])[CH:3]=3)[S:29][C:11]=2[N:12]([CH3:28])[C:13]1=[O:27])=[O:47]. (6) Given the reactants [C:1]([O:5]CC(O)C)(=[O:4])[CH:2]=[CH2:3].COC1C=CC(O)=CC=1.O=C=NC1CC(C)(C)CC(C)(CN=C=O)C1.[NH2:35][C:36]([O:38][CH2:39][CH3:40])=[O:37], predict the reaction product. The product is: [C:1]([OH:5])(=[O:4])[CH:2]=[CH2:3].[NH2:35][C:36]([O:38][CH2:39][CH3:40])=[O:37]. (7) Given the reactants [CH2:1]([NH:8][C:9]1[N:14]2[N:15]=[CH:16][C:17]([C:18]([O:20][CH2:21][CH3:22])=[O:19])=[C:13]2[N:12]=[CH:11][C:10]=1[C:23]([OH:25])=O)[C:2]1[CH:7]=[CH:6][CH:5]=[CH:4][CH:3]=1.[CH3:26][CH:27]1[C:32]2([C:40]3[C:35](=[CH:36][CH:37]=[CH:38][CH:39]=3)[CH:34]=[CH:33]2)[CH2:31][CH2:30][NH:29][CH2:28]1, predict the reaction product. The product is: [CH2:1]([NH:8][C:9]1[N:14]2[N:15]=[CH:16][C:17]([C:18]([O:20][CH2:21][CH3:22])=[O:19])=[C:13]2[N:12]=[CH:11][C:10]=1[C:23]([N:29]1[CH2:30][CH2:31][C:32]2([C:40]3[C:35](=[CH:36][CH:37]=[CH:38][CH:39]=3)[CH:34]=[CH:33]2)[CH:27]([CH3:26])[CH2:28]1)=[O:25])[C:2]1[CH:7]=[CH:6][CH:5]=[CH:4][CH:3]=1. (8) The product is: [CH3:1][C:2]1[CH:7]=[CH:6][C:5]([N+:8]([O-:10])=[O:9])=[CH:4][C:3]=1[S:11]([NH:21][C@@H:22]1[CH2:26][CH2:25][N:24]([C:27]([O:29][C:30]([CH3:33])([CH3:32])[CH3:31])=[O:28])[CH2:23]1)(=[O:13])=[O:12]. Given the reactants [CH3:1][C:2]1[CH:7]=[CH:6][C:5]([N+:8]([O-:10])=[O:9])=[CH:4][C:3]=1[S:11](Cl)(=[O:13])=[O:12].N1C=CC=CC=1.[NH2:21][C@@H:22]1[CH2:26][CH2:25][N:24]([C:27]([O:29][C:30]([CH3:33])([CH3:32])[CH3:31])=[O:28])[CH2:23]1, predict the reaction product.